Task: Predict the product of the given reaction.. Dataset: Forward reaction prediction with 1.9M reactions from USPTO patents (1976-2016) (1) Given the reactants [C:1]([CH:4](OS(C1C=CC(C)=CC=1)(=O)=O)[C:5]1[CH:10]=[CH:9][CH:8]=[CH:7][CH:6]=1)(=[O:3])[NH2:2].[Cl:22][C:23]1[CH:28]=[CH:27][CH:26]=[C:25]([Cl:29])[C:24]=1[CH2:30][CH2:31][C@H:32]1[C:41]2[C:36](=[CH:37][C:38]([O:44][CH3:45])=[C:39]([O:42][CH3:43])[CH:40]=2)[CH2:35][CH2:34][NH:33]1, predict the reaction product. The product is: [Cl:22][C:23]1[CH:28]=[CH:27][CH:26]=[C:25]([Cl:29])[C:24]=1[CH2:30][CH2:31][C@H:32]1[C:41]2[C:36](=[CH:37][C:38]([O:44][CH3:45])=[C:39]([O:42][CH3:43])[CH:40]=2)[CH2:35][CH2:34][N:33]1[C@H:4]([C:5]1[CH:6]=[CH:7][CH:8]=[CH:9][CH:10]=1)[C:1]([NH2:2])=[O:3]. (2) The product is: [C:12]([O:11][C:9]([NH:16][CH:17]([C:19]1[C:20]([O:41][CH2:42][CH3:43])=[C:21]([CH:27]2[CH2:30][N:29]([C:31]([O:33][CH2:34][C:35]3[CH:40]=[CH:39][CH:38]=[CH:37][CH:36]=3)=[O:32])[CH2:28]2)[C:22]([CH3:26])=[C:23]([Cl:25])[CH:24]=1)[CH3:18])=[O:10])([CH3:13])([CH3:14])[CH3:15]. Given the reactants [C:12]([O:11][C:9](O[C:9]([O:11][C:12]([CH3:15])([CH3:14])[CH3:13])=[O:10])=[O:10])([CH3:15])([CH3:14])[CH3:13].[NH2:16][CH:17]([C:19]1[C:20]([O:41][CH2:42][CH3:43])=[C:21]([CH:27]2[CH2:30][N:29]([C:31]([O:33][CH2:34][C:35]3[CH:40]=[CH:39][CH:38]=[CH:37][CH:36]=3)=[O:32])[CH2:28]2)[C:22]([CH3:26])=[C:23]([Cl:25])[CH:24]=1)[CH3:18].CCN(C(C)C)C(C)C, predict the reaction product. (3) Given the reactants [CH3:1][C@@:2]12[C:8]([CH3:10])([CH3:9])[C@@H:5]([CH2:6][CH2:7]1)[C:4](=O)[C:3]2=O.COP([CH2:19][C:20]([C:22]1[CH:23]=[N:24][N:25]([C:28]([CH3:31])([CH3:30])[CH3:29])[C:26]=1[CH3:27])=O)(=O)OC.O.[NH2:33][NH2:34], predict the reaction product. The product is: [C:28]([N:25]1[C:26]([CH3:27])=[C:22]([C:20]2[CH:19]=[C:4]3[C:3]([C@:2]4([CH3:1])[C:8]([CH3:10])([CH3:9])[C@H:5]3[CH2:6][CH2:7]4)=[N:34][N:33]=2)[CH:23]=[N:24]1)([CH3:31])([CH3:30])[CH3:29]. (4) Given the reactants C(OC([N:8]1[CH2:17][CH2:16][C:15]2[C@:10]([CH2:28][O:29][CH2:30][CH3:31])([CH2:11][C:12]3[CH:20]=[N:19][N:18]([C:21]4[CH:26]=[CH:25][C:24]([F:27])=[CH:23][CH:22]=4)[C:13]=3[CH:14]=2)[CH2:9]1)=O)(C)(C)C.C[N:33]1[CH2:38][CH2:37][O:36][C:35]2[CH:39]=[C:40]([S:43](Cl)(=[O:45])=[O:44])[CH:41]=[N:42][C:34]1=2, predict the reaction product. The product is: [CH2:30]([O:29][CH2:28][C@@:10]12[CH2:9][N:8]([S:43]([C:40]3[CH:41]=[N:42][C:34]4[N:33]=[CH:38][CH2:37][O:36][C:35]=4[CH:39]=3)(=[O:45])=[O:44])[CH2:17][CH2:16][C:15]1=[CH:14][C:13]1[N:18]([C:21]3[CH:26]=[CH:25][C:24]([F:27])=[CH:23][CH:22]=3)[N:19]=[CH:20][C:12]=1[CH2:11]2)[CH3:31]. (5) Given the reactants [Cl:1][C:2]1[CH:3]=[C:4]([S:23]([C:26]2[CH:31]=[CH:30][CH:29]=[CH:28][CH:27]=2)(=[O:25])=[O:24])[C:5]2O[C:13]3[NH:12][CH:11](C(OC(C)(C)C)=O)[CH2:10][CH:9](C)[C:8]=3[C:6]=2[CH:7]=1.[ClH:32].[OH-:33].[Na+].O1CCC[CH2:36]1, predict the reaction product. The product is: [ClH:1].[Cl:32][C:2]1[C:7]2[O:33][C:9]3[CH:10]([CH3:36])[CH2:11][NH:12][CH2:13][C:8]=3[C:6]=2[CH:5]=[C:4]([S:23]([C:26]2[CH:27]=[CH:28][CH:29]=[CH:30][CH:31]=2)(=[O:24])=[O:25])[CH:3]=1. (6) Given the reactants [F:1][C:2]1[CH:7]=[CH:6][C:5]([C:8]([C:12]2[CH:17]=[CH:16][C:15]([F:18])=[CH:14][CH:13]=2)=[C:9](Br)[CH3:10])=[CH:4][CH:3]=1.C([Li])CCC.Cl[P:25]([C:32]1[CH:37]=[CH:36][CH:35]=[CH:34][CH:33]=1)[C:26]1[CH:31]=[CH:30][CH:29]=[CH:28][CH:27]=1.[Cl-].[NH4+], predict the reaction product. The product is: [F:1][C:2]1[CH:7]=[CH:6][C:5]([C:8]([C:12]2[CH:17]=[CH:16][C:15]([F:18])=[CH:14][CH:13]=2)=[C:9]([P:25]([C:32]2[CH:33]=[CH:34][CH:35]=[CH:36][CH:37]=2)[C:26]2[CH:31]=[CH:30][CH:29]=[CH:28][CH:27]=2)[CH3:10])=[CH:4][CH:3]=1. (7) Given the reactants Br[C:2]1[CH:3]=[C:4]([S:8]([N:11]([CH2:13][CH2:14][N:15]([CH2:22]C)[C:16]2[CH:21]=[CH:20][CH:19]=[CH:18][N:17]=2)[CH3:12])(=[O:10])=[O:9])[CH:5]=[CH:6][CH:7]=1.[OH:24][C:25]1[CH:26]=[C:27]([C:31]#[CH:32])[CH:28]=[CH:29][CH:30]=1, predict the reaction product. The product is: [N:17]1[CH:18]=[CH:19][CH:20]=[CH:21][C:16]=1[N:15]1[CH2:14][CH2:13][N:11]([S:8]([C:4]2[CH:3]=[C:2]([C:32]#[C:31][C:27]3[CH:26]=[C:25]([OH:24])[CH:30]=[CH:29][CH:28]=3)[CH:7]=[CH:6][CH:5]=2)(=[O:10])=[O:9])[CH2:12][CH2:22]1.